Dataset: NCI-60 drug combinations with 297,098 pairs across 59 cell lines. Task: Regression. Given two drug SMILES strings and cell line genomic features, predict the synergy score measuring deviation from expected non-interaction effect. (1) Drug 1: CC1CC(C(C(C=C(C(C(C=CC=C(C(=O)NC2=CC(=O)C(=C(C1)C2=O)OC)C)OC)OC(=O)N)C)C)O)OC. Drug 2: CCC1(C2=C(COC1=O)C(=O)N3CC4=CC5=C(C=CC(=C5CN(C)C)O)N=C4C3=C2)O. Cell line: T-47D. Synergy scores: CSS=45.9, Synergy_ZIP=7.47, Synergy_Bliss=6.63, Synergy_Loewe=-1.25, Synergy_HSA=8.07. (2) Drug 1: C1=NC2=C(N=C(N=C2N1C3C(C(C(O3)CO)O)O)F)N. Drug 2: C1=NC2=C(N1)C(=S)N=CN2. Cell line: KM12. Synergy scores: CSS=35.6, Synergy_ZIP=-9.85, Synergy_Bliss=-0.168, Synergy_Loewe=-26.1, Synergy_HSA=0.519.